Task: Predict the reactants needed to synthesize the given product.. Dataset: Full USPTO retrosynthesis dataset with 1.9M reactions from patents (1976-2016) (1) Given the product [CH:24]([N:3]1[C:11]2[C:6](=[N:7][CH:8]=[C:9]([C:12]3[CH:17]=[CH:16][N:15]=[C:14]([C:18]([OH:20])=[O:19])[CH:13]=3)[CH:10]=2)[CH:5]=[CH:4]1)([CH3:26])[CH3:25], predict the reactants needed to synthesize it. The reactants are: [H-].[Na+].[NH:3]1[C:11]2[C:6](=[N:7][CH:8]=[C:9]([C:12]3[CH:17]=[CH:16][N:15]=[C:14]([C:18]([O:20]C(C)C)=[O:19])[CH:13]=3)[CH:10]=2)[CH:5]=[CH:4]1.[CH:24](I)([CH3:26])[CH3:25]. (2) The reactants are: [Cl:1][C:2]1[CH:7]=[C:6]([C:8]([NH:10][OH:11])=[NH:9])[CH:5]=[CH:4][C:3]=1[C:12]1[N:17]=[C:16]2[O:18][C:19]([CH3:30])([CH3:29])[CH2:20][CH:21]([NH:22][C:23](=[O:28])[C:24]([CH3:27])([CH3:26])[CH3:25])[C:15]2=[CH:14][C:13]=1[C:31]1[CH:36]=[CH:35][C:34]([Cl:37])=[CH:33][CH:32]=1.[CH:38](OCC)(OCC)OCC. Given the product [Cl:1][C:2]1[CH:7]=[C:6]([C:8]2[N:9]=[CH:38][O:11][N:10]=2)[CH:5]=[CH:4][C:3]=1[C:12]1[N:17]=[C:16]2[O:18][C:19]([CH3:29])([CH3:30])[CH2:20][CH:21]([NH:22][C:23](=[O:28])[C:24]([CH3:27])([CH3:25])[CH3:26])[C:15]2=[CH:14][C:13]=1[C:31]1[CH:32]=[CH:33][C:34]([Cl:37])=[CH:35][CH:36]=1, predict the reactants needed to synthesize it. (3) The reactants are: C[Si](C)(C)[C:3]#[C:4][C:5]1[N:12]=[CH:11][CH:10]=[CH:9][C:6]=1[C:7]#[N:8].[CH3:15][O-:16].[Na+].CC[O:20][CH2:21]C. Given the product [CH3:15][O:16][CH:3]([O:20][CH3:21])[CH2:4][C:5]1[N:12]=[CH:11][CH:10]=[CH:9][C:6]=1[C:7]#[N:8], predict the reactants needed to synthesize it. (4) The reactants are: [F:1][C:2]1[CH:8]=[C:7](Br)[CH:6]=[C:5]([F:10])[C:3]=1[NH2:4].[CH2:11]([O:18][C:19]1[CH:20]=[C:21](B(O)O)[CH:22]=[CH:23][CH:24]=1)[C:12]1[CH:17]=[CH:16][CH:15]=[CH:14][CH:13]=1. Given the product [CH2:11]([O:18][C:19]1[CH:24]=[C:23]([C:7]2[CH:8]=[C:2]([F:1])[C:3]([NH2:4])=[C:5]([F:10])[CH:6]=2)[CH:22]=[CH:21][CH:20]=1)[C:12]1[CH:17]=[CH:16][CH:15]=[CH:14][CH:13]=1, predict the reactants needed to synthesize it. (5) Given the product [CH2:1]([N:4]1[C:12]2[C:7](=[CH:8][CH:9]=[CH:10][CH:11]=2)[C:6]([CH2:22][C:21]([N:15]([CH3:20])[CH3:16])=[O:27])([OH:13])[C:5]1=[O:14])[CH:2]=[CH2:3], predict the reactants needed to synthesize it. The reactants are: [CH2:1]([N:4]1[C:12]2[C:7](=[CH:8][CH:9]=[CH:10][CH:11]=2)[C:6](=[O:13])[C:5]1=[O:14])[CH:2]=[CH2:3].[N:15]1[CH:20]=CC=C[CH:16]=1.[C:21]([OH:27])(=O)[CH2:22]C(O)=O.C(=O)=O.C(N(CC)CC)C.CN(C)C(Cl)=O. (6) Given the product [CH3:37][O:38][C:39]1[CH:45]=[CH:44][C:42]([NH:43][C:28]2[CH:29]=[C:30]([CH:34]=[CH:35][CH:36]=2)[C:31]([NH2:33])=[O:32])=[CH:41][CH:40]=1, predict the reactants needed to synthesize it. The reactants are: CC1C=CC(C(C2C=CC(C)=CC=2)C(=O)C(C)C)=CC=1.C([O-])([O-])=O.[K+].[K+].Cl[C:28]1[CH:29]=[C:30]([CH:34]=[CH:35][CH:36]=1)[C:31]([NH2:33])=[O:32].[CH3:37][O:38][C:39]1[CH:45]=[CH:44][C:42]([NH2:43])=[CH:41][CH:40]=1. (7) Given the product [Cl:17][C:18]1[C:23](=[O:24])[N:22]([CH3:25])[CH:21]=[C:20]2[C:26](=[O:42])[N:27]([CH2:30][CH2:31][C:32]3[CH:41]=[CH:40][C:39]4[C:34](=[CH:35][CH:36]=[CH:37][CH:38]=4)[N:33]=3)[CH2:28][C:19]=12, predict the reactants needed to synthesize it. The reactants are: B(F)(F)F.CCOCC.C([SiH](CC)CC)C.[Cl:17][C:18]1[C:23](=[O:24])[N:22]([CH3:25])[CH:21]=[C:20]2[C:26](=[O:42])[N:27]([CH2:30][CH2:31][C:32]3[CH:41]=[CH:40][C:39]4[C:34](=[CH:35][CH:36]=[CH:37][CH:38]=4)[N:33]=3)[CH:28](O)[C:19]=12.